Regression/Classification. Given a drug SMILES string, predict its toxicity properties. Task type varies by dataset: regression for continuous values (e.g., LD50, hERG inhibition percentage) or binary classification for toxic/non-toxic outcomes (e.g., AMES mutagenicity, cardiotoxicity, hepatotoxicity). Dataset: herg_karim. From a dataset of hERG potassium channel inhibition data for cardiac toxicity prediction from Karim et al.. The molecule is Cc1ncoc1-c1nnc(SCCCN2CC[C@@]3(C[C@@H]3c3ccc(C(F)(F)F)cc3F)C2)n1C. The result is 1 (blocker).